From a dataset of Catalyst prediction with 721,799 reactions and 888 catalyst types from USPTO. Predict which catalyst facilitates the given reaction. (1) Reactant: [Si:1]([O:18][CH2:19][C:20]1[C:25]([N:26]2[CH2:31][C@@H:30]([CH3:32])[O:29][C@H:28]([CH3:33])[CH2:27]2)=[C:24]([F:34])[C:23]([F:35])=[CH:22][CH:21]=1)([C:14]([CH3:17])([CH3:16])[CH3:15])([C:8]1[CH:13]=[CH:12][CH:11]=[CH:10][CH:9]=1)[C:2]1[CH:7]=[CH:6][CH:5]=[CH:4][CH:3]=1.CON(C)[C:39]([C:41]1[S:42][CH:43]=[CH:44][N:45]=1)=[O:40].C1COCC1. Product: [Si:1]([O:18][CH2:19][C:20]1[C:25]([N:26]2[CH2:31][C@@H:30]([CH3:32])[O:29][C@H:28]([CH3:33])[CH2:27]2)=[C:24]([F:34])[C:23]([F:35])=[C:22]([C:39]([C:41]2[S:42][CH:43]=[CH:44][N:45]=2)=[O:40])[CH:21]=1)([C:14]([CH3:16])([CH3:17])[CH3:15])([C:2]1[CH:7]=[CH:6][CH:5]=[CH:4][CH:3]=1)[C:8]1[CH:13]=[CH:12][CH:11]=[CH:10][CH:9]=1. The catalyst class is: 237. (2) Reactant: [O:1]=[C:2]1[C@H:8]([NH:9][C:10](=[O:16])[O:11][C:12]([CH3:15])([CH3:14])[CH3:13])[CH2:7][CH2:6][CH2:5][CH2:4][NH:3]1.[CH3:17]I. Product: [CH3:17][N:3]1[CH2:4][CH2:5][CH2:6][CH2:7][C@@H:8]([NH:9][C:10](=[O:16])[O:11][C:12]([CH3:13])([CH3:15])[CH3:14])[C:2]1=[O:1]. The catalyst class is: 1. (3) Reactant: [C:1]1([C:7]2[CH:8]=[C:9]([C:16]3[O:20][N:19]=[C:18]([C:21]4[CH:26]=[CH:25][C:24]([CH2:27][N:28]5[C:32]([C:33]([O:35]CC)=[O:34])=[CH:31][CH:30]=[N:29]5)=[CH:23][CH:22]=4)[N:17]=3)[S:10][C:11]=2[C:12]([F:15])([F:14])[F:13])[CH:6]=[CH:5][CH:4]=[CH:3][CH:2]=1.C(O)C.[Li+].[OH-].Cl. Product: [C:1]1([C:7]2[CH:8]=[C:9]([C:16]3[O:20][N:19]=[C:18]([C:21]4[CH:26]=[CH:25][C:24]([CH2:27][N:28]5[C:32]([C:33]([OH:35])=[O:34])=[CH:31][CH:30]=[N:29]5)=[CH:23][CH:22]=4)[N:17]=3)[S:10][C:11]=2[C:12]([F:14])([F:15])[F:13])[CH:6]=[CH:5][CH:4]=[CH:3][CH:2]=1. The catalyst class is: 46. (4) Reactant: [F:1][C:2]1[CH:7]=[CH:6][C:5]([C:8]2[O:9][C:10]3[CH:20]=[CH:19][C:18]([C:21]4[C:22]([CH3:32])=[CH:23][C:24]([O:30][CH3:31])=[C:25]([CH:29]=4)[C:26](O)=[O:27])=[CH:17][C:11]=3[C:12]=2[C:13](=[O:16])[NH:14][CH3:15])=[CH:4][CH:3]=1.[N:33]1[CH:38]=[CH:37][CH:36]=[N:35][C:34]=1[C:39]1([NH2:42])[CH2:41][CH2:40]1.C1C=CC2N(O)N=NC=2C=1.CCN=C=NCCCN(C)C.Cl.C(N(C(C)C)CC)(C)C. Product: [F:1][C:2]1[CH:7]=[CH:6][C:5]([C:8]2[O:9][C:10]3[CH:20]=[CH:19][C:18]([C:21]4[CH:29]=[C:25]([C:26](=[O:27])[NH:42][C:39]5([C:34]6[N:35]=[CH:36][CH:37]=[CH:38][N:33]=6)[CH2:41][CH2:40]5)[C:24]([O:30][CH3:31])=[CH:23][C:22]=4[CH3:32])=[CH:17][C:11]=3[C:12]=2[C:13]([NH:14][CH3:15])=[O:16])=[CH:4][CH:3]=1. The catalyst class is: 2. (5) The catalyst class is: 1. Reactant: C1(P(C2C=CC=CC=2)C2C=CC=CC=2)C=CC=CC=1.[Cl:20][C:21]1[C:30]2[C:25](=[CH:26][CH:27]=[CH:28][CH:29]=2)[C:24]([CH2:31][CH2:32][CH2:33]O)=[C:23]([OH:35])[N:22]=1.N(C([O-])=O)=NC([O-])=O. Product: [Cl:20][C:21]1[C:30]2[CH:29]=[CH:28][CH:27]=[CH:26][C:25]=2[C:24]2[CH2:31][CH2:32][CH2:33][O:35][C:23]=2[N:22]=1. (6) The catalyst class is: 18. Reactant: [Br:1][C:2]1[CH:3]=[C:4]2[C:9](=[CH:10][CH:11]=1)[N:8]=[C:7]([NH:12][CH:13]=O)[N:6]=[CH:5]2.[H-].[Na+].CI.[ClH:19]. Product: [ClH:19].[Br:1][C:2]1[CH:3]=[C:4]2[C:9](=[CH:10][CH:11]=1)[N:8]=[C:7]([NH:12][CH3:13])[N:6]=[CH:5]2.